From a dataset of NCI-60 drug combinations with 297,098 pairs across 59 cell lines. Regression. Given two drug SMILES strings and cell line genomic features, predict the synergy score measuring deviation from expected non-interaction effect. (1) Drug 1: CC12CCC3C(C1CCC2=O)CC(=C)C4=CC(=O)C=CC34C. Drug 2: C1=CC=C(C=C1)NC(=O)CCCCCCC(=O)NO. Cell line: NCI-H322M. Synergy scores: CSS=35.2, Synergy_ZIP=5.46, Synergy_Bliss=7.61, Synergy_Loewe=-13.1, Synergy_HSA=8.18. (2) Drug 1: CC1=C2C(C(=O)C3(C(CC4C(C3C(C(C2(C)C)(CC1OC(=O)C(C(C5=CC=CC=C5)NC(=O)C6=CC=CC=C6)O)O)OC(=O)C7=CC=CC=C7)(CO4)OC(=O)C)O)C)OC(=O)C. Drug 2: CC(C)NC(=O)C1=CC=C(C=C1)CNNC.Cl. Cell line: NCI-H322M. Synergy scores: CSS=21.3, Synergy_ZIP=-1.63, Synergy_Bliss=-1.30, Synergy_Loewe=-29.9, Synergy_HSA=-1.98. (3) Drug 1: C1=CC(=CC=C1CCCC(=O)O)N(CCCl)CCCl. Drug 2: CCCCC(=O)OCC(=O)C1(CC(C2=C(C1)C(=C3C(=C2O)C(=O)C4=C(C3=O)C=CC=C4OC)O)OC5CC(C(C(O5)C)O)NC(=O)C(F)(F)F)O. Cell line: HCC-2998. Synergy scores: CSS=-0.780, Synergy_ZIP=-6.67, Synergy_Bliss=-9.47, Synergy_Loewe=-10.5, Synergy_HSA=-9.93. (4) Drug 1: CC1=C(C=C(C=C1)C(=O)NC2=CC(=CC(=C2)C(F)(F)F)N3C=C(N=C3)C)NC4=NC=CC(=N4)C5=CN=CC=C5. Drug 2: CN(CCCl)CCCl.Cl. Cell line: SNB-19. Synergy scores: CSS=18.3, Synergy_ZIP=-8.87, Synergy_Bliss=-7.63, Synergy_Loewe=-11.5, Synergy_HSA=-6.67. (5) Drug 1: C1=CC(=CC=C1CCCC(=O)O)N(CCCl)CCCl. Drug 2: CCCCCOC(=O)NC1=NC(=O)N(C=C1F)C2C(C(C(O2)C)O)O. Cell line: SF-295. Synergy scores: CSS=11.5, Synergy_ZIP=-0.355, Synergy_Bliss=-1.07, Synergy_Loewe=-10.8, Synergy_HSA=-0.563.